Dataset: Reaction yield outcomes from USPTO patents with 853,638 reactions. Task: Predict the reaction yield, written as a fraction of the theoretical maximum amount of product (1.0 means a 100% yield; for example, 0.34 means a 34% yield). (1) The reactants are [Cl:1][C:2]1[C:3]2[N:4]([N:12]=[C:13]([NH2:15])[N:14]=2)[CH:5]=[C:6]([C:8]([F:11])([F:10])[F:9])[CH:7]=1.Br[C:17]1[CH:22]=[CH:21][C:20]([N:23]2[CH:27]=[C:26]([CH3:28])[N:25]=[CH:24]2)=[C:19]([O:29][CH3:30])[CH:18]=1.C(Cl)Cl. The catalyst is C(Cl)Cl.CO. The product is [Cl:1][C:2]1[C:3]2[N:4]([N:12]=[C:13]([NH:15][C:17]3[CH:22]=[CH:21][C:20]([N:23]4[CH:27]=[C:26]([CH3:28])[N:25]=[CH:24]4)=[C:19]([O:29][CH3:30])[CH:18]=3)[N:14]=2)[CH:5]=[C:6]([C:8]([F:10])([F:11])[F:9])[CH:7]=1. The yield is 0.240. (2) The reactants are [NH:1]([C:3](=O)[CH2:4][NH:5][C:6](=[O:15])[O:7][CH2:8][C:9]1[CH:14]=[CH:13][CH:12]=[CH:11][CH:10]=1)[NH2:2].[N:17]1[CH:22]=[CH:21][CH:20]=[CH:19][C:18]=1[C:23](=[NH:27])OCC.C(O)(=O)C. The catalyst is CCO. The product is [N:17]1[CH:22]=[CH:21][CH:20]=[CH:19][C:18]=1[C:23]1[N:27]=[C:3]([CH2:4][NH:5][C:6](=[O:15])[O:7][CH2:8][C:9]2[CH:14]=[CH:13][CH:12]=[CH:11][CH:10]=2)[NH:1][N:2]=1. The yield is 0.920. (3) The reactants are [NH:1]1[C:5]2[CH2:6][CH2:7][CH2:8][CH2:9][C:4]=2[N:3]=[CH:2]1.C(N(CC)CC)C.[CH3:17][N:18]([CH3:23])[S:19](Cl)(=[O:21])=[O:20]. The catalyst is C(Cl)Cl. The product is [CH3:17][N:18]([CH3:23])[S:19]([N:1]1[C:5]2[CH2:6][CH2:7][CH2:8][CH2:9][C:4]=2[N:3]=[CH:2]1)(=[O:21])=[O:20]. The yield is 0.770. (4) The product is [OH:33][C:30]([C:42]1[N:54]=[CH:52][C:53]([C:2]2[N:3]=[C:4]3[N:11]([CH2:12][CH2:13][N:14]4[CH2:19][CH2:18][O:17][CH2:16][CH2:15]4)[CH2:10][C:9](=[O:20])[NH:8][C:5]3=[N:6][CH:7]=2)=[CH:41][CH:40]=1)([CH3:44])[CH3:31]. The catalyst is C(OCC)(=O)C.CO. The reactants are Br[C:2]1[N:3]=[C:4]2[N:11]([CH2:12][CH2:13][N:14]3[CH2:19][CH2:18][O:17][CH2:16][CH2:15]3)[CH2:10][C:9](=[O:20])[NH:8][C:5]2=[N:6][CH:7]=1.BrC1C(N[C:30](=[O:33])[CH2:31]I)=NC=C(Br)N=1.C(N([CH:40]([CH3:42])[CH3:41])CC)(C)C.O1CCN(CCN)C[CH2:44]1.[C:52](#[N:54])[CH3:53]. The yield is 0.560. (5) The reactants are [CH3:1][NH:2][CH:3]1[CH2:8][CH2:7][N:6]([C:9]([O:11][C:12]([CH3:15])([CH3:14])[CH3:13])=[O:10])[CH2:5][CH2:4]1.C([O-])([O-])=O.[K+].[K+].Br[CH2:23][C:24]([O:26][CH3:27])=[O:25]. The catalyst is CC(C)=O. The product is [CH3:27][O:26][C:24](=[O:25])[CH2:23][N:2]([CH3:1])[CH:3]1[CH2:4][CH2:5][N:6]([C:9]([O:11][C:12]([CH3:14])([CH3:13])[CH3:15])=[O:10])[CH2:7][CH2:8]1. The yield is 0.920. (6) The reactants are [Cl:1][C:2]1[CH:7]=[CH:6][C:5]([C:8]2[C:12]([C:13]3[N:14]=[CH:15][NH:16][CH:17]=3)=[C:11]([C:18]([F:21])([F:20])[F:19])[O:10][N:9]=2)=[CH:4][CH:3]=1.F[C:23]1[CH:28]=[CH:27][C:26]([C:29]([F:32])([F:31])[F:30])=[CH:25][CH:24]=1. No catalyst specified. The product is [Cl:1][C:2]1[CH:7]=[CH:6][C:5]([C:8]2[C:12]([C:13]3[N:14]=[CH:15][N:16]([C:23]4[CH:28]=[CH:27][C:26]([C:29]([F:32])([F:31])[F:30])=[CH:25][CH:24]=4)[CH:17]=3)=[C:11]([C:18]([F:21])([F:19])[F:20])[O:10][N:9]=2)=[CH:4][CH:3]=1. The yield is 0.340.